The task is: Predict the reactants needed to synthesize the given product.. This data is from Full USPTO retrosynthesis dataset with 1.9M reactions from patents (1976-2016). (1) Given the product [Cl:31][C:23]1[C:24]([S:26](=[O:28])(=[O:27])[NH:29][CH3:30])=[CH:25][C:20]([C:10]2[N:9]([C:35]([Cl:37])=[O:36])[CH:8]([C:5]3[CH:6]=[CH:7][C:2]([Cl:1])=[CH:3][CH:4]=3)[CH:12]([C:13]3[CH:14]=[CH:15][C:16]([Cl:19])=[CH:17][CH:18]=3)[N:11]=2)=[C:21]([O:32][CH2:33][CH3:34])[CH:22]=1, predict the reactants needed to synthesize it. The reactants are: [Cl:1][C:2]1[CH:7]=[CH:6][C:5]([CH:8]2[CH:12]([C:13]3[CH:18]=[CH:17][C:16]([Cl:19])=[CH:15][CH:14]=3)[NH:11][C:10]([C:20]3[C:21]([O:32][CH2:33][CH3:34])=[CH:22][C:23]([Cl:31])=[C:24]([S:26]([NH:29][CH3:30])(=[O:28])=[O:27])[CH:25]=3)=[N:9]2)=[CH:4][CH:3]=1.[C:35](Cl)([Cl:37])=[O:36].C(N(C(C)C)CC)(C)C. (2) Given the product [F:17][C:16]([F:19])([F:18])[O:15][C:12]1[CH:13]=[CH:14][C:9]([CH2:8][C:4]#[N:5])=[CH:10][CH:11]=1, predict the reactants needed to synthesize it. The reactants are: C(O)C.[C-:4]#[N:5].[Na+].Br[CH2:8][C:9]1[CH:14]=[CH:13][C:12]([O:15][C:16]([F:19])([F:18])[F:17])=[CH:11][CH:10]=1. (3) Given the product [Br:1][C:2]1[CH:8]=[CH:7][C:5]([NH:6][S:19]([CH2:18][CH2:17][CH2:16][Cl:15])(=[O:21])=[O:20])=[CH:4][CH:3]=1, predict the reactants needed to synthesize it. The reactants are: [Br:1][C:2]1[CH:8]=[CH:7][C:5]([NH2:6])=[CH:4][CH:3]=1.N1C=CC=CC=1.[Cl:15][CH2:16][CH2:17][CH2:18][S:19](Cl)(=[O:21])=[O:20]. (4) The reactants are: [CH2:1]([C:3]1[CH:8]=[C:7]([CH3:9])[CH:6]=[C:5]([CH2:10][CH3:11])[C:4]=1[C:12]1[C:13](=[O:32])[N:14]([CH3:31])[N:15]=[C:16]([CH2:26][O:27]COC)[C:17]=1[O:18][CH2:19][C:20]1[CH:25]=[CH:24][CH:23]=[CH:22][CH:21]=1)[CH3:2].Cl.O.[OH-].[Na+]. Given the product [CH2:1]([C:3]1[CH:8]=[C:7]([CH3:9])[CH:6]=[C:5]([CH2:10][CH3:11])[C:4]=1[C:12]1[C:13](=[O:32])[N:14]([CH3:31])[N:15]=[C:16]([CH2:26][OH:27])[C:17]=1[O:18][CH2:19][C:20]1[CH:25]=[CH:24][CH:23]=[CH:22][CH:21]=1)[CH3:2], predict the reactants needed to synthesize it. (5) Given the product [CH3:6][C@@H:5]1[CH2:4][CH2:3][C@@H:2]([O:61][C:60]([C:59]2[CH:58]=[CH:57][C:56]([N+:53]([O-:55])=[O:54])=[CH:64][CH:63]=2)=[O:62])[CH2:1][N:71]1[C:72]([O:74][CH2:75][C:46]1[CH:47]=[CH:48][CH:49]=[CH:50][CH:51]=1)=[O:73], predict the reactants needed to synthesize it. The reactants are: [CH3:1][C@H:2]1N(C(C2C=CC=CC=2N2N=CC=N2)=O)[CH2:6][C@H:5](OC2C=C(C(O)C)C=CC=2)[CH2:4][CH2:3]1.CN(C)[C:46]1[CH:51]=[CH:50][C:49](P([C:46]2[CH:51]=[CH:50][CH:49]=[CH:48][CH:47]=2)[C:46]2[CH:51]=[CH:50][CH:49]=[CH:48][CH:47]=2)=[CH:48][CH:47]=1.[N+:53]([C:56]1[CH:64]=[CH:63][C:59]([C:60]([OH:62])=[O:61])=[CH:58][CH:57]=1)([O-:55])=[O:54].C[CH2:75][O:74][C:72](/[N:71]=[N:71]/[C:72]([O:74][CH2:75]C)=[O:73])=[O:73]. (6) Given the product [ClH:55].[F:26][C:23]([F:24])([F:25])[C:21]1[CH:20]=[C:19]([C@H:27]([O:29][C@@H:30]2[C@@H:35]([C:36]3[CH:37]=[CH:38][C:39]([F:42])=[CH:40][CH:41]=3)[C@H:34]([CH2:43][N:44]3[CH2:49][CH2:48][N:47]([CH3:1])[CH2:46][C:45]3=[O:50])[CH2:33][CH2:32][O:31]2)[CH3:28])[CH:18]=[C:17]([C:16]([F:15])([F:51])[F:52])[CH:22]=1, predict the reactants needed to synthesize it. The reactants are: [C:1](O[BH-](OC(=O)C)OC(=O)C)(=O)C.[Na+].[F:15][C:16]([F:52])([F:51])[C:17]1[CH:18]=[C:19]([C@H:27]([O:29][C@@H:30]2[C@@H:35]([C:36]3[CH:41]=[CH:40][C:39]([F:42])=[CH:38][CH:37]=3)[C@H:34]([CH2:43][N:44]3[CH2:49][CH2:48][NH:47][CH2:46][C:45]3=[O:50])[CH2:33][CH2:32][O:31]2)[CH3:28])[CH:20]=[C:21]([C:23]([F:26])([F:25])[F:24])[CH:22]=1.C=O.[ClH:55]. (7) Given the product [CH2:1]([N:3]([CH:28]1[CH2:29][CH2:30][N:31]([CH:39]([CH3:41])[CH3:38])[CH2:32][CH2:33]1)[C:4]1[C:9]2[CH2:10][CH:11]=[CH:12][CH2:13][CH2:14][CH2:15][C:16]3[CH:25]=[C:24]([CH3:26])[CH2:23][C:22](=[O:27])[C:17]=3[CH2:18][NH:19][C:20](=[O:21])[C:8]=2[CH:7]=[N:6][CH:5]=1)[CH3:2], predict the reactants needed to synthesize it. The reactants are: [CH2:1]([N:3]([CH:28]1[CH2:33][CH2:32][NH:31][CH2:30][CH2:29]1)[C:4]1[C:9]2[CH2:10][CH:11]=[CH:12][CH2:13][CH2:14][CH2:15][C:16]3[CH:25]=[C:24]([CH3:26])[CH2:23][C:22](=[O:27])[C:17]=3[CH2:18][NH:19][C:20](=[O:21])[C:8]=2[CH:7]=[N:6][CH:5]=1)[CH3:2].[BH3-]C#N.[Na+].[CH3:38][C:39]([CH3:41])=O.CC(O)=O. (8) Given the product [ClH:12].[Cl:12][CH2:8][C:6]1[N:5]=[CH:4][N:3]([CH2:1][CH3:2])[CH:7]=1, predict the reactants needed to synthesize it. The reactants are: [CH2:1]([N:3]1[CH:7]=[C:6]([CH2:8]O)[N:5]=[CH:4]1)[CH3:2].S(Cl)([Cl:12])=O.